Dataset: Reaction yield outcomes from USPTO patents with 853,638 reactions. Task: Predict the reaction yield, written as a fraction of the theoretical maximum amount of product (1.0 means a 100% yield; for example, 0.34 means a 34% yield). (1) The reactants are [NH2:1][C:2]1[N:3]=[CH:4][C:5]2[CH:11]=[C:10]([C:12]3[C:13]([CH3:29])=[CH:14][C:15]([F:28])=[C:16]([NH:18][C:19]([NH:21][CH2:22][CH2:23][C:24]([CH3:27])([CH3:26])[CH3:25])=[O:20])[CH:17]=3)[C:9]([CH3:30])=[N:8][C:6]=2[N:7]=1.CN(C1C=CC=CN=1)C.[C:40](OC(=O)C)(=[O:42])[CH3:41].C([O-])([O-])=O.[Na+].[Na+]. The catalyst is N1C=CC=CC=1.O.CO. The product is [CH3:27][C:24]([CH3:25])([CH3:26])[CH2:23][CH2:22][NH:21][C:19](=[O:20])[NH:18][C:16]1[C:15]([F:28])=[CH:14][C:13]([CH3:29])=[C:12]([C:10]2[C:9]([CH3:30])=[N:8][C:6]3[N:7]=[C:2]([NH:1][C:40](=[O:42])[CH3:41])[N:3]=[CH:4][C:5]=3[CH:11]=2)[CH:17]=1. The yield is 0.300. (2) The reactants are Br[C:2]1[CH:7]=[CH:6][C:5]([F:8])=[CH:4][C:3]=1[C:9]([F:12])([F:11])[CH3:10].[B:13]1([B:13]2[O:17][C:16]([CH3:19])([CH3:18])[C:15]([CH3:21])([CH3:20])[O:14]2)[O:17][C:16]([CH3:19])([CH3:18])[C:15]([CH3:21])([CH3:20])[O:14]1.C([O-])(=O)C.[K+]. The catalyst is O1CCOCC1.Cl[Pd](Cl)([P](C1C=CC=CC=1)(C1C=CC=CC=1)C1C=CC=CC=1)[P](C1C=CC=CC=1)(C1C=CC=CC=1)C1C=CC=CC=1. The product is [F:11][C:9]([C:3]1[CH:4]=[C:5]([F:8])[CH:6]=[CH:7][C:2]=1[B:13]1[O:17][C:16]([CH3:19])([CH3:18])[C:15]([CH3:21])([CH3:20])[O:14]1)([F:12])[CH3:10]. The yield is 0.630. (3) The reactants are [CH3:1][C:2]1[CH:10]=[CH:9][C:5]([C:6](Cl)=[O:7])=[CH:4][CH:3]=1.[C:11]1([O:17][CH3:18])[CH:16]=[CH:15][CH:14]=[CH:13][CH:12]=1.[Cl-].[Al+3].[Cl-].[Cl-]. The catalyst is C(Cl)Cl. The product is [CH3:18][O:17][C:11]1[CH:16]=[CH:15][C:14]([C:6]([C:5]2[CH:9]=[CH:10][C:2]([CH3:1])=[CH:3][CH:4]=2)=[O:7])=[CH:13][CH:12]=1. The yield is 0.950. (4) The reactants are [C:1]([C:5]1[S:9][C:8]([C:10]([NH:12][C@@H:13]([CH2:28][C:29]2[CH:34]=[CH:33][C:32]([C:35]3[N:40]=[CH:39][C:38]([C:41]4[CH:46]=[CH:45][C:44]([O:47][CH2:48][CH2:49][CH2:50][CH2:51][CH2:52][CH2:53][CH3:54])=[CH:43][CH:42]=4)=[CH:37][N:36]=3)=[CH:31][CH:30]=2)[C:14]([N:16]2[CH2:20][CH2:19][CH2:18][C@H:17]2[C:21]([O:23]C(C)(C)C)=[O:22])=[O:15])=[O:11])=[CH:7][CH:6]=1)([CH3:4])([CH3:3])[CH3:2].C(O)(C(F)(F)F)=O. The catalyst is C(Cl)Cl.C1(C)C=CC=CC=1. The product is [C:1]([C:5]1[S:9][C:8]([C:10]([NH:12][C@@H:13]([CH2:28][C:29]2[CH:34]=[CH:33][C:32]([C:35]3[N:40]=[CH:39][C:38]([C:41]4[CH:46]=[CH:45][C:44]([O:47][CH2:48][CH2:49][CH2:50][CH2:51][CH2:52][CH2:53][CH3:54])=[CH:43][CH:42]=4)=[CH:37][N:36]=3)=[CH:31][CH:30]=2)[C:14]([N:16]2[CH2:20][CH2:19][CH2:18][C@H:17]2[C:21]([OH:23])=[O:22])=[O:15])=[O:11])=[CH:7][CH:6]=1)([CH3:4])([CH3:3])[CH3:2]. The yield is 0.410. (5) The reactants are Cl[C:2]1[CH:3]=[C:4]([C:27]([F:30])([F:29])[F:28])[C:5]([N:8]2[C:12]3=[N:13][CH:14]=[N:15][C:16]([O:17][C@@H:18]([CH2:23][O:24][CH2:25][CH3:26])[C:19]([O:21][CH3:22])=[O:20])=[C:11]3[CH:10]=[N:9]2)=[N:6][CH:7]=1. The catalyst is [Pd].CO. The product is [CH2:25]([O:24][CH2:23][C@H:18]([O:17][C:16]1[C:11]2[CH:10]=[N:9][N:8]([C:5]3[C:4]([C:27]([F:28])([F:29])[F:30])=[CH:3][CH:2]=[CH:7][N:6]=3)[C:12]=2[N:13]=[CH:14][N:15]=1)[C:19]([O:21][CH3:22])=[O:20])[CH3:26]. The yield is 0.540. (6) The reactants are [H-].[Na+].[F:3][C:4]([F:36])([F:35])[C:5]1[CH:6]=[C:7]([C@H:15]([O:17][C@@H:18]2[C@@H:23]([C:24]3[CH:29]=[CH:28][CH:27]=[CH:26][CH:25]=3)[C@H:22]([C@H:30]3CCN3C)[CH2:21][CH2:20][O:19]2)[CH3:16])[CH:8]=[C:9]([C:11]([F:14])([F:13])[F:12])[CH:10]=1.[N:37]1([C:42]([O-:44])=[O:43])[CH2:41][CH2:40][CH2:39][CH2:38]1.O. The catalyst is O1CCCC1.C(OCC)(=O)C. The product is [F:13][C:11]([F:12])([F:14])[C:9]1[CH:8]=[C:7]([C@H:15]([O:17][C@@H:18]2[C@@H:23]([C:24]3[CH:25]=[CH:26][CH:27]=[CH:28][CH:29]=3)[C@H:22]([CH:30]3[O:43][C:42](=[O:44])[N:37]4[CH2:41][CH2:40][CH2:39][CH:38]34)[CH2:21][CH2:20][O:19]2)[CH3:16])[CH:6]=[C:5]([C:4]([F:36])([F:35])[F:3])[CH:10]=1. The yield is 0.820.